Dataset: Reaction yield outcomes from USPTO patents with 853,638 reactions. Task: Predict the reaction yield, written as a fraction of the theoretical maximum amount of product (1.0 means a 100% yield; for example, 0.34 means a 34% yield). (1) The reactants are [Br:1][C:2]1[CH:3]=[CH:4][C:5]2[C:13](=O)[C:12](=O)[C:11]3[NH:10][C:9]([CH3:16])=[C:8]([C:17]([O:19][CH2:20][CH3:21])=[O:18])[C:7]=3[C:6]=2[CH:22]=1.[C:23]1([NH2:30])[CH:28]=[CH:27][CH:26]=[CH:25][C:24]=1[NH2:29]. The catalyst is CC(O)=O.CCO. The product is [Br:1][C:2]1[CH:3]=[CH:4][C:5]2=[C:13]3[C:12](=[C:11]4[NH:10][C:9]([CH3:16])=[C:8]([C:17]([O:19][CH2:20][CH3:21])=[O:18])[C:7]4=[C:6]2[CH:22]=1)[N:30]=[C:23]1[C:24]([CH:25]=[CH:26][CH:27]=[CH:28]1)=[N:29]3. The yield is 0.870. (2) The reactants are [Br:1][C:2]1[C:3]2[N:4]([CH:12]=[C:13]([C:15]3[O:19][N:18]=[C:17]([C:20]4[CH:30]=[CH:29][C:23]([C:24](OCC)=[O:25])=[CH:22][C:21]=4[Cl:31])[N:16]=3)[N:14]=2)[CH:5]=[C:6]([C:8]([F:11])([F:10])[F:9])[CH:7]=1.CC(C[AlH]CC(C)C)C. The catalyst is C(Cl)Cl. The product is [Br:1][C:2]1[C:3]2[N:4]([CH:12]=[C:13]([C:15]3[O:19][N:18]=[C:17]([C:20]4[CH:30]=[CH:29][C:23]([CH2:24][OH:25])=[CH:22][C:21]=4[Cl:31])[N:16]=3)[N:14]=2)[CH:5]=[C:6]([C:8]([F:9])([F:11])[F:10])[CH:7]=1. The yield is 0.760. (3) The reactants are C(O[C:4]([N:6]1[CH2:27][CH2:26][C:9]2[N:10]([CH3:25])[C:11]3[C:12]([NH:17][C:18]4[CH:23]=[CH:22][C:21]([CH3:24])=[CH:20][CH:19]=4)=[CH:13][CH:14]=[CH:15][C:16]=3[C:8]=2[CH2:7]1)=O)C.[H-].[H-].[H-].[H-].[Li+].[Al+3]. The catalyst is C1COCC1. The product is [CH3:4][N:6]1[CH2:27][CH2:26][C:9]2[N:10]([CH3:25])[C:11]3[C:16]([C:8]=2[CH2:7]1)=[CH:15][CH:14]=[CH:13][C:12]=3[NH:17][C:18]1[CH:23]=[CH:22][C:21]([CH3:24])=[CH:20][CH:19]=1. The yield is 0.230.